This data is from Retrosynthesis with 50K atom-mapped reactions and 10 reaction types from USPTO. The task is: Predict the reactants needed to synthesize the given product. (1) The reactants are: CCc1cccc(-c2c(Cl)cccc2[C@](O)(CCCN)[C@@H]2CCCN(C(=O)OC(C)(C)C)C2)c1.O=C(O)CO. Given the product CCc1cccc(-c2c(Cl)cccc2[C@](O)(CCCNC(=O)CO)[C@@H]2CCCN(C(=O)OC(C)(C)C)C2)c1, predict the reactants needed to synthesize it. (2) Given the product CC(=O)NCC1CN(c2ccc(N3CCN(C(=O)CCN4CCOCC4)CC3)c(F)c2)C(=O)O1, predict the reactants needed to synthesize it. The reactants are: CC(=O)NC[C@H]1CN(c2ccc(N3CCNCC3)c(F)c2)C(=O)O1.O=C(O)CCN1CCOCC1.